Dataset: Reaction yield outcomes from USPTO patents with 853,638 reactions. Task: Predict the reaction yield, written as a fraction of the theoretical maximum amount of product (1.0 means a 100% yield; for example, 0.34 means a 34% yield). The reactants are [O:1]=[C:2]1[NH:21][CH2:20][CH2:19][C:4]2([CH2:8][C@H:7]([C:9]([O:11]CC3C=CC=CC=3)=[O:10])[CH2:6][CH2:5]2)[NH:3]1. The catalyst is CO.[Pd]. The product is [O:1]=[C:2]1[NH:21][CH2:20][CH2:19][C:4]2([CH2:8][C@H:7]([C:9]([OH:11])=[O:10])[CH2:6][CH2:5]2)[NH:3]1. The yield is 0.727.